From a dataset of Full USPTO retrosynthesis dataset with 1.9M reactions from patents (1976-2016). Predict the reactants needed to synthesize the given product. (1) Given the product [CH3:1][O:2][C:3]1[CH:8]=[CH:7][CH:6]=[CH:5][C:4]=1[C:9]1[C:10]2[N:11]([N:15]=[C:16]([NH:18][C:20]3[CH:25]=[CH:24][CH:23]=[C:22]([N:26]4[CH2:31][CH2:30][N:29]([CH3:32])[CH2:28][CH2:27]4)[CH:21]=3)[N:17]=2)[CH:12]=[CH:13][CH:14]=1, predict the reactants needed to synthesize it. The reactants are: [CH3:1][O:2][C:3]1[CH:8]=[CH:7][CH:6]=[CH:5][C:4]=1[C:9]1[C:10]2[N:11]([N:15]=[C:16]([NH2:18])[N:17]=2)[CH:12]=[CH:13][CH:14]=1.Br[C:20]1[CH:21]=[C:22]([N:26]2[CH2:31][CH2:30][N:29]([CH3:32])[CH2:28][CH2:27]2)[CH:23]=[CH:24][CH:25]=1.C1(P(C2CCCCC2)C2C=CC=CC=2C2C=CC=CC=2P(C2CCCCC2)C2CCCCC2)CCCCC1. (2) Given the product [N:35]1[CH:40]=[CH:39][C:38]([C:7]2[C:11]3([CH2:12][CH2:13]3)[O:10][C:9](=[O:14])[C:8]=2[C:15]2[CH:20]=[CH:19][C:18]([O:21][CH2:22][C:23]3[CH:32]=[CH:31][C:30]4[C:25](=[CH:26][CH:27]=[CH:28][CH:29]=4)[N:24]=3)=[CH:17][CH:16]=2)=[CH:37][CH:36]=1, predict the reactants needed to synthesize it. The reactants are: FC(F)(F)S(O[C:7]1[C:11]2([CH2:13][CH2:12]2)[O:10][C:9](=[O:14])[C:8]=1[C:15]1[CH:20]=[CH:19][C:18]([O:21][CH2:22][C:23]2[CH:32]=[CH:31][C:30]3[C:25](=[CH:26][CH:27]=[CH:28][CH:29]=3)[N:24]=2)=[CH:17][CH:16]=1)(=O)=O.[N:35]1[CH:40]=[CH:39][C:38](B(O)O)=[CH:37][CH:36]=1.C([O-])([O-])=O.[Na+].[Na+]. (3) Given the product [CH3:10][C:11]1([CH3:22])[O:12][C:13](=[O:21])[C:14](=[CH:18][NH:5][C:4]2[CH:6]=[CH:7][CH:8]=[CH:9][C:3]=2[S:2][CH3:1])[C:15](=[O:17])[O:16]1, predict the reactants needed to synthesize it. The reactants are: [CH3:1][S:2][C:3]1[CH:9]=[CH:8][CH:7]=[CH:6][C:4]=1[NH2:5].[CH3:10][C:11]1([CH3:22])[O:16][C:15](=[O:17])[C:14](=[CH:18]OC)[C:13](=[O:21])[O:12]1. (4) Given the product [C:16]([C:20]1[CH:25]=[CH:24][C:23]([C:26]([NH:27][C:28]2[CH:36]=[CH:35][C:34]([N+:37]([O-:39])=[O:38])=[CH:33][C:29]=2[C:30]([NH:12][C:11]2[CH:13]=[CH:14][CH:15]=[C:9]([O:8][CH2:1][C:2]3[CH:3]=[CH:4][CH:5]=[CH:6][CH:7]=3)[CH:10]=2)=[O:32])=[O:31])=[CH:22][CH:21]=1)([CH3:19])([CH3:17])[CH3:18], predict the reactants needed to synthesize it. The reactants are: [CH2:1]([O:8][C:9]1[CH:10]=[C:11]([CH:13]=[CH:14][CH:15]=1)[NH2:12])[C:2]1[CH:7]=[CH:6][CH:5]=[CH:4][CH:3]=1.[C:16]([C:20]1[CH:25]=[CH:24][C:23]([C:26]2[O:31][C:30](=[O:32])[C:29]3[CH:33]=[C:34]([N+:37]([O-:39])=[O:38])[CH:35]=[CH:36][C:28]=3[N:27]=2)=[CH:22][CH:21]=1)([CH3:19])([CH3:18])[CH3:17]. (5) Given the product [CH3:11][C:9]1[CH:8]=[CH:7][C:3]2[C:4](=[O:6])[N:23]3[CH2:22][CH2:21][CH2:20][C:19]3=[N:1][C:2]=2[CH:10]=1, predict the reactants needed to synthesize it. The reactants are: [NH2:1][C:2]1[CH:10]=[C:9]([CH3:11])[CH:8]=[CH:7][C:3]=1[C:4]([OH:6])=O.CN(C)C=O.CO[C:19]1[CH2:20][CH2:21][CH2:22][N:23]=1.